From a dataset of Forward reaction prediction with 1.9M reactions from USPTO patents (1976-2016). Predict the product of the given reaction. (1) Given the reactants [NH2:1][C:2]1[CH:18]=[CH:17][C:5]([O:6][C:7]2[CH:12]=[CH:11][N:10]=[C:9]([C:13]([NH:15][CH3:16])=[O:14])[CH:8]=2)=[CH:4][C:3]=1[F:19].ClC(Cl)(O[C:24](=[O:30])OC(Cl)(Cl)Cl)Cl.C(N(C(C)C)CC)(C)C.[NH2:41][C:42]1[CH:51]=[N:50][C:49]2[C:44](=[CH:45][CH:46]=[CH:47][CH:48]=2)[N:43]=1, predict the reaction product. The product is: [F:19][C:3]1[CH:4]=[C:5]([CH:17]=[CH:18][C:2]=1[NH:1][C:24]([NH:41][C:42]1[CH:51]=[N:50][C:49]2[C:44](=[CH:45][CH:46]=[CH:47][CH:48]=2)[N:43]=1)=[O:30])[O:6][C:7]1[CH:12]=[CH:11][N:10]=[C:9]([C:13]([NH:15][CH3:16])=[O:14])[CH:8]=1. (2) The product is: [O:27]([C:2]1[N:11]=[C:10]2[C:5]([CH:6]=[C:7]([C:16]([O:18][CH2:19][CH3:20])=[O:17])[C:8]([C:12]([F:15])([F:14])[F:13])=[N:9]2)=[CH:4][CH:3]=1)[C:21]1[CH:26]=[CH:25][CH:24]=[CH:23][CH:22]=1. Given the reactants Cl[C:2]1[N:11]=[C:10]2[C:5]([CH:6]=[C:7]([C:16]([O:18][CH2:19][CH3:20])=[O:17])[C:8]([C:12]([F:15])([F:14])[F:13])=[N:9]2)=[CH:4][CH:3]=1.[C:21]1([OH:27])[CH:26]=[CH:25][CH:24]=[CH:23][CH:22]=1.C(=O)([O-])[O-].[Cs+].[Cs+], predict the reaction product. (3) Given the reactants [C:1]([C:5]1[N:9]=[C:8]([C@@H:10]2[C@@H:14]3[O:15][C:16]([CH3:19])([CH3:18])[O:17][C@H:13]3[C@H:12]([N:20]3[CH:28]=[N:27][C:26]4[C:21]3=[N:22][CH:23]=[N:24][C:25]=4ON3C4C=CC=CC=4N=N3)[O:11]2)[O:7][N:6]=1)([CH3:4])([CH3:3])[CH3:2].[F:39][C:40]1[CH:46]=[C:45]([F:47])[CH:44]=[CH:43][C:41]=1[NH2:42], predict the reaction product. The product is: [C:1]([C:5]1[N:9]=[C:8]([C@@H:10]2[C@@H:14]3[O:15][C:16]([CH3:19])([CH3:18])[O:17][C@H:13]3[C@H:12]([N:20]3[CH:28]=[N:27][C:26]4[C:21]3=[N:22][CH:23]=[N:24][C:25]=4[NH:42][C:41]3[CH:43]=[CH:44][C:45]([F:47])=[CH:46][C:40]=3[F:39])[O:11]2)[O:7][N:6]=1)([CH3:4])([CH3:3])[CH3:2]. (4) The product is: [CH3:3][CH:2]([C:4]1[S:8][CH:7]=[C:6]([CH2:9][N:10]([C:12]([NH:14][C@H:15]([C:24]([NH:26][C@@H:27]([CH2:48][C:49]2[CH:54]=[CH:53][CH:52]=[CH:51][CH:50]=2)[CH2:28][CH2:29][C@@H:30]([NH:38][C:39]([O:41][CH2:42][C:43]2[S:47][CH:46]=[N:45][CH:44]=2)=[O:40])[CH2:31][C:32]2[CH:33]=[CH:34][CH:35]=[CH:36][CH:37]=2)=[O:25])[CH2:16][CH2:17][N:18]2[CH2:23][CH2:22][O:21][CH2:20][CH2:19]2)=[O:13])[CH3:11])[N:5]=1)[CH3:1].[C:55]([O-:58])(=[O:57])[CH3:56]. Given the reactants [CH3:1][CH:2]([C:4]1[S:8][CH:7]=[C:6]([CH2:9][N:10]([C:12]([NH:14][C@H:15]([C:24]([NH:26][C@@H:27]([CH2:48][C:49]2[CH:50]=[CH:51][CH:52]=[CH:53][CH:54]=2)[CH2:28][CH2:29][C@@H:30]([NH:38][C:39]([O:41][CH2:42][C:43]2[S:47][CH:46]=[N:45][CH:44]=2)=[O:40])[CH2:31][C:32]2[CH:33]=[CH:34][CH:35]=[CH:36][CH:37]=2)=[O:25])[CH2:16][CH2:17][N:18]2[CH2:23][CH2:22][O:21][CH2:20][CH2:19]2)=[O:13])[CH3:11])[N:5]=1)[CH3:3].[C:55]([O:58]CC)(=[O:57])[CH3:56].C(O)(=O)C, predict the reaction product. (5) Given the reactants [CH2:1]([O:3][C:4](=[O:21])[C:5]1[CH:10]=[C:9]([N+:11]([O-])=O)[C:8]([S:14][CH2:15][C:16](OC)=[O:17])=[CH:7][C:6]=1[F:20])[CH3:2], predict the reaction product. The product is: [CH2:1]([O:3][C:4]([C:5]1[C:6]([F:20])=[CH:7][C:8]2[S:14][CH2:15][C:16](=[O:17])[NH:11][C:9]=2[CH:10]=1)=[O:21])[CH3:2]. (6) Given the reactants [C:1]([O-:9])(=[O:8])[C:2]1[CH:7]=[CH:6][CH:5]=[CH:4][CH:3]=1.[Na+].C(=O)(O)[O-].[Na+].S([O-])([O-])(=O)=O.C([N+](CCCC)(CCCC)CCCC)CCC.C([N+](CCCC)(CCCC)CCCC)CCC.ClS(O[CH2:60][Cl:61])(=O)=O, predict the reaction product. The product is: [C:1]([O:9][CH2:60][Cl:61])(=[O:8])[C:2]1[CH:7]=[CH:6][CH:5]=[CH:4][CH:3]=1. (7) Given the reactants [F:1][C:2]1[CH:3]=[C:4]([C:10]2[CH:11]=[C:12]([CH2:21]OS(C)(=O)=O)[C:13](=[O:20])[N:14]([CH2:16][CH:17]([CH3:19])[CH3:18])[N:15]=2)[CH:5]=[CH:6][C:7]=1[O:8][CH3:9].[N:27]1([C:33]([O:35][C:36]([CH3:39])([CH3:38])[CH3:37])=[O:34])[CH2:32][CH2:31][NH:30][CH2:29][CH2:28]1, predict the reaction product. The product is: [C:36]([O:35][C:33]([N:27]1[CH2:32][CH2:31][N:30]([CH2:21][C:12]2[C:13](=[O:20])[N:14]([CH2:16][CH:17]([CH3:18])[CH3:19])[N:15]=[C:10]([C:4]3[CH:5]=[CH:6][C:7]([O:8][CH3:9])=[C:2]([F:1])[CH:3]=3)[CH:11]=2)[CH2:29][CH2:28]1)=[O:34])([CH3:39])([CH3:37])[CH3:38]. (8) Given the reactants [CH3:1][C:2]1[CH:3]=[CH:4][CH:5]=[C:6]2[C:10]=1[NH:9][C:8]([C:11]([OH:13])=O)=[CH:7]2.[NH2:14][C:15]1[CH:23]=[CH:22][CH:21]=[C:20]2[C:16]=1[C:17]([C:28]([N:30]1[CH2:35][CH2:34][CH:33]([C:36]3[CH:37]=[C:38]([CH:47]=[CH:48][C:49]=3[F:50])[CH2:39][NH:40][C:41](=[O:46])[C:42]([F:45])([F:44])[F:43])[CH2:32][CH2:31]1)=[O:29])=[CH:18][N:19]2[CH2:24][CH2:25][O:26][CH3:27], predict the reaction product. The product is: [F:50][C:49]1[CH:48]=[CH:47][C:38]([CH2:39][NH:40][C:41](=[O:46])[C:42]([F:45])([F:44])[F:43])=[CH:37][C:36]=1[CH:33]1[CH2:32][CH2:31][N:30]([C:28]([C:17]2[C:16]3[C:20](=[CH:21][CH:22]=[CH:23][C:15]=3[NH:14][C:11]([C:8]3[NH:9][C:10]4[C:6]([CH:7]=3)=[CH:5][CH:4]=[CH:3][C:2]=4[CH3:1])=[O:13])[N:19]([CH2:24][CH2:25][O:26][CH3:27])[CH:18]=2)=[O:29])[CH2:35][CH2:34]1. (9) The product is: [CH3:16][O:17][CH2:18][C@@H:19]1[CH2:23][CH2:22][CH2:21][N:20]1[C:13]([C:4]1[C:5]2[C:10](=[CH:9][CH:8]=[CH:7][CH:6]=2)[CH:11]=[CH:12][C:3]=1[O:2][CH3:1])=[O:14]. Given the reactants [CH3:1][O:2][C:3]1[CH:12]=[CH:11][C:10]2[C:5](=[CH:6][CH:7]=[CH:8][CH:9]=2)[C:4]=1[C:13](Cl)=[O:14].[CH3:16][O:17][CH2:18][C@@H:19]1[CH2:23][CH2:22][CH2:21][NH:20]1.C(N(CC)CC)C.Cl, predict the reaction product. (10) Given the reactants [C:1]([O:5][C:6](=[O:29])[CH2:7][O:8][C:9]1[C:14]([CH3:15])=[CH:13][C:12]([C:16]2[O:17][C:18]3[N:19]=[C:20]([S:26][CH3:27])[N:21]=[C:22](Cl)[C:23]=3[N:24]=2)=[CH:11][C:10]=1[CH3:28])([CH3:4])([CH3:3])[CH3:2].[CH2:30]([Mg]Br)[CH:31]([CH3:33])[CH3:32], predict the reaction product. The product is: [C:1]([O:5][C:6](=[O:29])[CH2:7][O:8][C:9]1[C:14]([CH3:15])=[CH:13][C:12]([C:16]2[O:17][C:18]3[N:19]=[C:20]([S:26][CH3:27])[N:21]=[C:22]([CH2:30][CH:31]([CH3:33])[CH3:32])[C:23]=3[N:24]=2)=[CH:11][C:10]=1[CH3:28])([CH3:4])([CH3:3])[CH3:2].